From a dataset of NCI-60 drug combinations with 297,098 pairs across 59 cell lines. Regression. Given two drug SMILES strings and cell line genomic features, predict the synergy score measuring deviation from expected non-interaction effect. (1) Drug 1: CC1OCC2C(O1)C(C(C(O2)OC3C4COC(=O)C4C(C5=CC6=C(C=C35)OCO6)C7=CC(=C(C(=C7)OC)O)OC)O)O. Drug 2: CC1=C(C=C(C=C1)C(=O)NC2=CC(=CC(=C2)C(F)(F)F)N3C=C(N=C3)C)NC4=NC=CC(=N4)C5=CN=CC=C5. Cell line: MCF7. Synergy scores: CSS=31.7, Synergy_ZIP=3.16, Synergy_Bliss=2.58, Synergy_Loewe=-3.02, Synergy_HSA=2.29. (2) Drug 1: CC1=C2C(C(=O)C3(C(CC4C(C3C(C(C2(C)C)(CC1OC(=O)C(C(C5=CC=CC=C5)NC(=O)C6=CC=CC=C6)O)O)OC(=O)C7=CC=CC=C7)(CO4)OC(=O)C)O)C)OC(=O)C. Drug 2: COC1=C2C(=CC3=C1OC=C3)C=CC(=O)O2. Cell line: SN12C. Synergy scores: CSS=21.4, Synergy_ZIP=-0.309, Synergy_Bliss=-2.17, Synergy_Loewe=-34.0, Synergy_HSA=-4.61.